From a dataset of Catalyst prediction with 721,799 reactions and 888 catalyst types from USPTO. Predict which catalyst facilitates the given reaction. (1) Reactant: [N+:1](/[CH:4]=[CH:5]/[C:6]1[CH:11]=[CH:10][CH:9]=[C:8]([N:12]2[CH2:17][CH2:16][CH2:15][CH2:14][CH2:13]2)[N:7]=1)([O-:3])=[O:2].[BH4-].[Na+]. The catalyst class is: 5. Product: [N+:1]([CH2:4][CH2:5][C:6]1[CH:11]=[CH:10][CH:9]=[C:8]([N:12]2[CH2:17][CH2:16][CH2:15][CH2:14][CH2:13]2)[N:7]=1)([O-:3])=[O:2]. (2) Reactant: [C:1]([O:5][C:6]([NH:8][C:9]1[C:14]([CH3:15])=[CH:13][CH:12]=[CH:11][N:10]=1)=[O:7])([CH3:4])([CH3:3])[CH3:2].C([Li])CCC.[C:21](OCC)(=[O:27])[C:22]([O:24][CH2:25][CH3:26])=[O:23]. Product: [OH:27][C:21]1([C:22]([O:24][CH2:25][CH3:26])=[O:23])[CH2:15][C:14]2[C:9](=[N:10][CH:11]=[CH:12][CH:13]=2)[N:8]1[C:6]([O:5][C:1]([CH3:4])([CH3:3])[CH3:2])=[O:7]. The catalyst class is: 1. (3) Reactant: [C:1](Cl)(=[O:5])[C:2]([CH3:4])=[CH2:3].[CH3:7][C:8]1([CH3:29])[C:16]2[C:11](=[CH:12][C:13]([OH:17])=[CH:14][CH:15]=2)[C:10]2([C:25]3[C:20](=[CH:21][CH:22]=[C:23]([OH:26])[CH:24]=3)[C:19]([CH3:28])([CH3:27])[CH2:18]2)[CH2:9]1.C(N(CC)CC)C. Product: [C:1]([OH:5])(=[O:17])[C:2]([CH3:4])=[CH2:3].[C:1]([OH:5])(=[O:17])[C:2]([CH3:4])=[CH2:3].[CH3:27][C:19]1([CH3:28])[C:20]2[C:25](=[CH:24][C:23]([OH:26])=[CH:22][CH:21]=2)[C:10]2([C:11]3[C:16](=[CH:15][CH:14]=[C:13]([OH:17])[CH:12]=3)[C:8]([CH3:29])([CH3:7])[CH2:9]2)[CH2:18]1. The catalyst class is: 2. (4) Reactant: [CH2:1]([SH:8])[C:2]1[CH:7]=[CH:6][CH:5]=[CH:4][CH:3]=1.[H-].[Na+].[N:11]12[CH2:18][CH2:17][CH:14]([CH2:15][CH2:16]1)[C@H:13](OS(C)(=O)=O)[CH2:12]2. Product: [CH2:1]([S:8][C@@H:13]1[CH:14]2[CH2:17][CH2:18][N:11]([CH2:16][CH2:15]2)[CH2:12]1)[C:2]1[CH:7]=[CH:6][CH:5]=[CH:4][CH:3]=1. The catalyst class is: 634. (5) Reactant: [Br:1][C:2]1[C:3]([N+:9]([O-])=O)=[C:4]([CH:6]=[CH:7][CH:8]=1)[NH2:5].[NH4+].[Cl-]. Product: [Br:1][C:2]1[CH:8]=[CH:7][CH:6]=[C:4]([NH2:5])[C:3]=1[NH2:9]. The catalyst class is: 314. (6) Reactant: C[Mg]Br.[C:4]1([CH3:10])[CH:9]=C[CH:7]=[CH:6][CH:5]=1.C1C[O:14]CC1.C(C([C@H]1C[O:30][C:29](=[O:32])[NH:28]1)C([O-])=O)C1C=CC=CC=1. Product: [OH:14][C:4]([CH3:10])([CH3:9])[CH2:5][C@H:6]1[CH2:7][O:32][C:29](=[O:30])[NH:28]1. The catalyst class is: 86. (7) Reactant: [C:1]([O:5][C:6]([N:8]1[CH2:13][CH2:12][CH:11]([CH:14]([N:16]2[C:24]3[C:19](=[CH:20][CH:21]=[CH:22][CH:23]=3)[C:18]([C:25](O)=[O:26])=[C:17]2[CH3:28])[CH3:15])[CH2:10][CH2:9]1)=[O:7])([CH3:4])([CH3:3])[CH3:2].Cl.[NH2:30][CH2:31][C:32]1[C:33](=[O:41])[NH:34][C:35]([CH3:40])=[CH:36][C:37]=1[O:38][CH3:39].CN(C=O)C.CCN(C(C)C)C(C)C.CCOC(C(C#N)=NOC(N1CCOCC1)=[N+](C)C)=O.F[P-](F)(F)(F)(F)F. Product: [CH3:39][O:38][C:37]1[CH:36]=[C:35]([CH3:40])[NH:34][C:33](=[O:41])[C:32]=1[CH2:31][NH:30][C:25]([C:18]1[C:19]2[C:24](=[CH:23][CH:22]=[CH:21][CH:20]=2)[N:16]([CH:14]([CH:11]2[CH2:10][CH2:9][N:8]([C:6]([O:5][C:1]([CH3:2])([CH3:4])[CH3:3])=[O:7])[CH2:13][CH2:12]2)[CH3:15])[C:17]=1[CH3:28])=[O:26]. The catalyst class is: 6. (8) Reactant: [Cl:1][C:2]1[CH:3]=[C:4]([CH:16]=[C:17]([Cl:20])[C:18]=1[Cl:19])[CH2:5][N:6]1[CH:10]=[C:9]([C:11](OCC)=[O:12])[N:8]=[N:7]1.[C-]#[N:22].[K+].CO. Product: [Cl:1][C:2]1[CH:3]=[C:4]([CH:16]=[C:17]([Cl:20])[C:18]=1[Cl:19])[CH2:5][N:6]1[CH:10]=[C:9]([C:11]([NH2:22])=[O:12])[N:8]=[N:7]1. The catalyst class is: 328.